From a dataset of Full USPTO retrosynthesis dataset with 1.9M reactions from patents (1976-2016). Predict the reactants needed to synthesize the given product. (1) Given the product [Cl:1][C:2]1[S:6][C:5]([S:7]([N:10]2[CH:15]3[CH2:16][CH2:17][CH2:18][CH:11]2[C:12]2[CH:20]=[N:23][NH:24][C:13]=2[CH2:14]3)(=[O:9])=[O:8])=[CH:4][CH:3]=1, predict the reactants needed to synthesize it. The reactants are: [Cl:1][C:2]1[S:6][C:5]([S:7]([N:10]2[CH:15]3[CH2:16][CH2:17][CH2:18][CH:11]2[C:12](=[CH:20]O)[C:13](=O)[CH2:14]3)(=[O:9])=[O:8])=[CH:4][CH:3]=1.O.[NH2:23][NH2:24]. (2) Given the product [CH3:1][N:2]1[CH2:25][C:6]2[CH:7]=[N:8][C:9]3[CH:10]=[CH:11][C:12]([C:15]4[CH:16]=[N:17][C:18]5[C:23]([CH:24]=4)=[CH:22][CH:21]=[CH:20][CH:19]=5)=[CH:13][C:14]=3[C:5]=2[N:4]([C:26]2[CH:31]=[CH:30][C:29]([N:32]3[CH2:37][CH2:36][N:35]([C:38](=[O:40])[CH2:60][CH3:61])[CH2:34][CH2:33]3)=[C:28]([C:45]([F:46])([F:47])[F:48])[CH:27]=2)[C:3]1=[O:49], predict the reactants needed to synthesize it. The reactants are: [CH3:1][N:2]1[CH2:25][C:6]2[CH:7]=[N:8][C:9]3[CH:10]=[CH:11][C:12]([C:15]4[CH:16]=[N:17][C:18]5[C:23]([CH:24]=4)=[CH:22][CH:21]=[CH:20][CH:19]=5)=[CH:13][C:14]=3[C:5]=2[N:4]([C:26]2[CH:31]=[CH:30][C:29]([N:32]3[CH2:37][CH2:36][N:35]([C:38]([O:40]C(C)(C)C)=O)[CH2:34][CH2:33]3)=[C:28]([C:45]([F:48])([F:47])[F:46])[CH:27]=2)[C:3]1=[O:49].Cl.CN(C(ON1N=N[C:61]2C=CC=N[C:60]1=2)=[N+](C)C)C.F[P-](F)(F)(F)(F)F.C(O)(=O)CC.CCN(C(C)C)C(C)C. (3) The reactants are: C([S:4][CH2:5][CH2:6][CH:7]([S:12]([OH:15])(=[O:14])=[O:13])[C:8]([O:10]C)=[O:9])(=O)C.[OH-].[Na+].[N:18]1[CH:23]=[CH:22][CH:21]=[CH:20][C:19]=1[S:24][S:24][C:19]1[CH:20]=[CH:21][CH:22]=[CH:23][N:18]=1. Given the product [N:18]1[CH:23]=[CH:22][CH:21]=[CH:20][C:19]=1[S:24][S:4][CH2:5][CH2:6][CH:7]([S:12]([OH:15])(=[O:13])=[O:14])[C:8]([OH:10])=[O:9], predict the reactants needed to synthesize it. (4) Given the product [C:21]([CH:23]([C:29]1[CH:34]=[CH:33][C:32]([O:14][CH2:13][C:10]2[CH:11]=[CH:12][C:7]([O:6][CH2:5]/[C:4](=[N:3]\[O:2][CH3:1])/[C:15]3[CH:20]=[CH:19][CH:18]=[CH:17][CH:16]=3)=[CH:8][CH:9]=2)=[CH:31][CH:30]=1)[CH2:24][C:25]([OH:27])=[O:26])#[N:22], predict the reactants needed to synthesize it. The reactants are: [CH3:1][O:2]/[N:3]=[C:4](/[C:15]1[CH:20]=[CH:19][CH:18]=[CH:17][CH:16]=1)\[CH2:5][O:6][C:7]1[CH:12]=[CH:11][C:10]([CH2:13][OH:14])=[CH:9][CH:8]=1.[C:21]([CH:23]([C:29]1[CH:34]=[CH:33][C:32](O)=[CH:31][CH:30]=1)[CH2:24][C:25]([O:27]C)=[O:26])#[N:22]. (5) Given the product [CH3:1][O:2][C:3]1[CH:4]=[C:5]2[C:10](=[CH:11][C:12]=1[O:13][CH3:14])[N:9]=[CH:8][CH:7]=[C:6]2[O:15][C:16]1[C:17]([C:23]2[CH:24]=[N:25][N:26]([CH3:30])[CH:27]=2)=[N:18][C:19]([CH3:22])=[CH:20][CH:21]=1, predict the reactants needed to synthesize it. The reactants are: [CH3:1][O:2][C:3]1[CH:4]=[C:5]2[C:10](=[CH:11][C:12]=1[O:13][CH3:14])[N:9]=[CH:8][CH:7]=[C:6]2[O:15][C:16]1[C:17]([C:23]2[CH:24]=[N:25][NH:26][CH:27]=2)=[N:18][C:19]([CH3:22])=[CH:20][CH:21]=1.[H-].[Na+].[CH3:30]I.O. (6) Given the product [Br:1][C:2]1[CH:10]=[C:9]2[C:5]([CH:6]=[C:7]([C:11]([N:13]3[CH2:18][CH2:17][S:16](=[O:20])(=[O:19])[CH2:15][CH2:14]3)=[O:12])[N:8]2[CH2:32][CH2:33][CH2:34][O:35][CH3:36])=[CH:4][C:3]=1[O:21][CH:22]1[CH2:27][CH2:26][N:25]([CH:28]([CH3:30])[CH3:29])[CH2:24][CH2:23]1, predict the reactants needed to synthesize it. The reactants are: [Br:1][C:2]1[CH:10]=[C:9]2[C:5]([CH:6]=[C:7]([C:11]([N:13]3[CH2:18][CH2:17][S:16](=[O:20])(=[O:19])[CH2:15][CH2:14]3)=[O:12])[NH:8]2)=[CH:4][C:3]=1[O:21][CH:22]1[CH2:27][CH2:26][N:25]([CH:28]([CH3:30])[CH3:29])[CH2:24][CH2:23]1.Br[CH2:32][CH2:33][CH2:34][O:35][CH3:36]. (7) Given the product [NH2:1][C:2]1[N:3]=[C:4]([N:18]2[CH2:23][CH2:22][N:21]([C:40](=[O:41])[CH2:39][O:38][C:37]3[CH:43]=[CH:44][C:34]([Cl:33])=[CH:35][CH:36]=3)[CH2:20][CH2:19]2)[C:5]2[C:10]([C:11]3[CH:12]=[CH:13][C:14]([F:17])=[CH:15][CH:16]=3)=[CH:9][S:8][C:6]=2[N:7]=1, predict the reactants needed to synthesize it. The reactants are: [NH2:1][C:2]1[N:3]=[C:4]([N:18]2[CH2:23][CH2:22][NH:21][CH2:20][CH2:19]2)[C:5]2[C:10]([C:11]3[CH:16]=[CH:15][C:14]([F:17])=[CH:13][CH:12]=3)=[CH:9][S:8][C:6]=2[N:7]=1.C(N(CC)C(C)C)(C)C.[Cl:33][C:34]1[CH:44]=[CH:43][C:37]([O:38][CH2:39][C:40](Cl)=[O:41])=[CH:36][CH:35]=1.